Dataset: Forward reaction prediction with 1.9M reactions from USPTO patents (1976-2016). Task: Predict the product of the given reaction. (1) Given the reactants [Cl:1][C:2]1[CH:3]=[C:4]2[C:9](=[CH:10][CH:11]=1)[CH:8]=[C:7]([S:12]([NH:15][C@H:16]1[CH2:20][CH2:19][N:18]([C@@H:21]([CH3:29])[C:22]([O:24]C(C)(C)C)=[O:23])[C:17]1=[O:30])(=[O:14])=[O:13])[CH:6]=[CH:5]2.FC(F)(F)C(O)=O, predict the reaction product. The product is: [Cl:1][C:2]1[CH:3]=[C:4]2[C:9](=[CH:10][CH:11]=1)[CH:8]=[C:7]([S:12]([NH:15][C@H:16]1[CH2:20][CH2:19][N:18]([C@@H:21]([CH3:29])[C:22]([OH:24])=[O:23])[C:17]1=[O:30])(=[O:14])=[O:13])[CH:6]=[CH:5]2. (2) Given the reactants [CH2:1]([C:4]1[S:29][C:7]2[N:8]=[C:9]([O:25][CH2:26][CH2:27][NH2:28])[N:10]=[C:11]([N:12]3[CH2:17][CH2:16][N:15]4[C:18]([C:21]([F:24])([F:23])[F:22])=[N:19][N:20]=[C:14]4[CH2:13]3)[C:6]=2[CH:5]=1)[CH2:2][CH3:3].[C:30]([O:34][C:35]([NH:37][CH2:38][C:39](O)=[O:40])=[O:36])([CH3:33])([CH3:32])[CH3:31], predict the reaction product. The product is: [C:30]([O:34][C:35](=[O:36])[NH:37][CH2:38][C:39](=[O:40])[NH:28][CH2:27][CH2:26][O:25][C:9]1[N:10]=[C:11]([N:12]2[CH2:17][CH2:16][N:15]3[C:18]([C:21]([F:22])([F:24])[F:23])=[N:19][N:20]=[C:14]3[CH2:13]2)[C:6]2[CH:5]=[C:4]([CH2:1][CH2:2][CH3:3])[S:29][C:7]=2[N:8]=1)([CH3:33])([CH3:31])[CH3:32]. (3) Given the reactants ICC.Br[CH:5]([CH2:10][CH3:11])[C:6](OC)=O.BrC1C=C(Cl)C(O)=C(Cl)C=1.[Br:22][C:23]1[CH:28]=[CH:27][C:26]([OH:29])=[C:25]([F:30])[CH:24]=1, predict the reaction product. The product is: [Br:22][C:23]1[CH:28]=[CH:27][C:26]([O:29][CH2:6][CH:5]2[CH2:11][CH2:10]2)=[C:25]([F:30])[CH:24]=1. (4) Given the reactants [CH3:1][CH:2]1[CH2:8][C:7]2[CH:9]=[C:10]3[O:15][CH2:14][O:13][C:11]3=[CH:12][C:6]=2[C:5]([C:16]2[CH:21]=[CH:20][C:19]([N+:22]([O-:24])=[O:23])=[CH:18][CH:17]=2)=[N:4][N:3]1[C:25](=[S:28])[NH:26][NH2:27].Cl[CH2:30][C:31](=O)[CH3:32], predict the reaction product. The product is: [CH3:1][CH:2]1[CH2:8][C:7]2[CH:9]=[C:10]3[O:15][CH2:14][O:13][C:11]3=[CH:12][C:6]=2[C:5]([C:16]2[CH:17]=[CH:18][C:19]([N+:22]([O-:24])=[O:23])=[CH:20][CH:21]=2)=[N:4][N:3]1[C:25]1[S:28][CH2:30][C:31]([CH3:32])=[N:27][N:26]=1.